Predict the product of the given reaction. From a dataset of Forward reaction prediction with 1.9M reactions from USPTO patents (1976-2016). (1) Given the reactants [Br:1][C:2]1[CH:11]=[C:10](I)[CH:9]=[CH:8][C:3]=1[O:4][CH2:5][CH2:6][OH:7].[Cl:13][C:14]1[CH:19]=[CH:18][C:17]([C:20]2[CH:21]=[C:22]([F:28])[C:23]([C:26]#[CH:27])=[N:24][CH:25]=2)=[CH:16][CH:15]=1.BrCl, predict the reaction product. The product is: [Br:1][C:2]1[CH:11]=[C:10]([C:27]#[C:26][C:23]2[C:22]([F:28])=[CH:21][C:20]([C:17]3[CH:18]=[CH:19][C:14]([Cl:13])=[CH:15][CH:16]=3)=[CH:25][N:24]=2)[CH:9]=[CH:8][C:3]=1[O:4][CH2:5][CH2:6][OH:7]. (2) Given the reactants [Cl:1][C:2]1[CH:16]=[CH:15][C:14]([C:17]2[CH2:21][C:20]([C:26]3[CH:31]=[C:30]([Cl:32])[C:29]([Cl:33])=[C:28]([Cl:34])[CH:27]=3)([C:22]([F:25])([F:24])[F:23])[O:19][N:18]=2)=[CH:13][C:3]=1[CH2:4][NH:5]C(=O)OC(C)(C)C.C(O)(C(F)(F)F)=O, predict the reaction product. The product is: [Cl:1][C:2]1[CH:16]=[CH:15][C:14]([C:17]2[CH2:21][C:20]([C:26]3[CH:31]=[C:30]([Cl:32])[C:29]([Cl:33])=[C:28]([Cl:34])[CH:27]=3)([C:22]([F:25])([F:23])[F:24])[O:19][N:18]=2)=[CH:13][C:3]=1[CH2:4][NH2:5]. (3) The product is: [CH:1]([O:4][C:5](=[O:30])[O:6][CH:7]1[CH:11]([OH:12])[CH:10]([CH2:13][OH:14])[O:9][CH:8]1[N:15]1[C:19]2[N:20]=[C:21]([NH2:24])[N:22]=[CH:23][C:18]=2[S:17][C:16]1=[O:29])([CH3:3])[CH3:2]. Given the reactants [CH:1]([O:4][C:5](=[O:30])[O:6][CH:7]1[CH:11]([OH:12])[CH:10]([CH2:13][OH:14])[O:9][CH:8]1[N:15]1[C:19]2[N:20]=[C:21]([N:24]=CN(C)C)[N:22]=[CH:23][C:18]=2[S:17][C:16]1=[O:29])([CH3:3])[CH3:2].CC(O)=O, predict the reaction product. (4) Given the reactants [F:1][C:2]1[CH:9]=[CH:8][C:7]([C:10]2[N:11]=[C:12]([CH:22]([CH3:24])[CH3:23])[NH:13][C:14]=2[C:15]2[CH:20]=[CH:19][CH:18]=[C:17]([CH3:21])[N:16]=2)=[CH:6][C:3]=1C#N.[H-].C([Al+]CC(C)C)C(C)C.[Cl-].[NH4+].C1(C)C=CC(S([CH2:46][N+:47]#[C-:48])(=O)=O)=CC=1.[CH3:50][O-:51].[Na+], predict the reaction product. The product is: [F:1][C:2]1[CH:9]=[CH:8][C:7]([C:10]2[N:11]=[C:12]([CH:22]([CH3:23])[CH3:24])[NH:13][C:14]=2[C:15]2[CH:20]=[CH:19][CH:18]=[C:17]([CH3:21])[N:16]=2)=[CH:6][C:3]=1[C:50]1[O:51][CH:46]=[N:47][CH:48]=1. (5) Given the reactants [NH2:1][C:2]1[CH:3]=[N:4][CH:5]=[CH:6][C:7]=1[C:8]1[N:17]=[CH:16][C:15]2[N:14]([CH3:18])[C:13](=[O:19])[C@@H:12]([CH2:20][CH3:21])[N:11]([CH:22]3[CH2:26][CH2:25][CH2:24][CH2:23]3)[C:10]=2[N:9]=1.[C:27](O)(=[O:34])[C:28]1[CH:33]=[CH:32][CH:31]=[CH:30][CH:29]=1.CN(C(ON1N=NC2C=CC=NC1=2)=[N+](C)C)C.F[P-](F)(F)(F)(F)F.CCN(C(C)C)C(C)C, predict the reaction product. The product is: [CH:22]1([N:11]2[C:10]3[N:9]=[C:8]([C:7]4[CH:6]=[CH:5][N:4]=[CH:3][C:2]=4[NH:1][C:27](=[O:34])[C:28]4[CH:33]=[CH:32][CH:31]=[CH:30][CH:29]=4)[N:17]=[CH:16][C:15]=3[N:14]([CH3:18])[C:13](=[O:19])[C@H:12]2[CH2:20][CH3:21])[CH2:26][CH2:25][CH2:24][CH2:23]1.